From a dataset of Forward reaction prediction with 1.9M reactions from USPTO patents (1976-2016). Predict the product of the given reaction. (1) Given the reactants [S:1]1[CH:5]=[CH:4][C:3]2[C:6](=[O:10])[CH2:7][CH2:8][CH2:9][C:2]1=2.[Br:11]Br.[OH-].[Na+], predict the reaction product. The product is: [Br:11][C:5]1[S:1][C:2]2[CH2:9][CH2:8][CH2:7][C:6](=[O:10])[C:3]=2[CH:4]=1. (2) Given the reactants [S:1]1[CH:5]=[CH:4][C:3]2[C:6]([N:10]3[CH2:15][CH2:14][N:13]([CH2:16][CH2:17][CH2:18][CH2:19][O:20][C:21]4[CH:30]=[C:29]5[C:24]([CH2:25][CH2:26][C:27](=[O:33])[N:28]5[CH2:31][OH:32])=[CH:23][CH:22]=4)[CH2:12][CH2:11]3)=[CH:7][CH:8]=[CH:9][C:2]1=2.N1C=CC=CC=1.[CH:40]1([C:46](Cl)=[O:47])[CH2:45][CH2:44][CH2:43][CH2:42][CH2:41]1.O, predict the reaction product. The product is: [S:1]1[CH:5]=[CH:4][C:3]2[C:6]([N:10]3[CH2:15][CH2:14][N:13]([CH2:16][CH2:17][CH2:18][CH2:19][O:20][C:21]4[CH:30]=[C:29]5[C:24]([CH2:25][CH2:26][C:27](=[O:33])[N:28]5[CH2:31][O:32][C:46]([CH:40]5[CH2:45][CH2:44][CH2:43][CH2:42][CH2:41]5)=[O:47])=[CH:23][CH:22]=4)[CH2:12][CH2:11]3)=[CH:7][CH:8]=[CH:9][C:2]1=2.